From a dataset of Forward reaction prediction with 1.9M reactions from USPTO patents (1976-2016). Predict the product of the given reaction. (1) Given the reactants C(OC([N:8]1[CH2:13][CH2:12][NH:11][C@@H:10]([CH2:14][O:15][C:16]2[CH:21]=[CH:20][CH:19]=[CH:18][C:17]=2[F:22])[CH2:9]1)=O)(C)(C)C.Cl, predict the reaction product. The product is: [F:22][C:17]1[CH:18]=[CH:19][CH:20]=[CH:21][C:16]=1[O:15][CH2:14][C@H:10]1[CH2:9][NH:8][CH2:13][CH2:12][NH:11]1. (2) Given the reactants [CH3:1][C:2]1[C:6]([CH2:7][C:8]([OH:10])=O)=[C:5]([CH3:11])[O:4][N:3]=1.CN(C=O)C.C(Cl)(C(Cl)=O)=O.[NH2:23][C:24]1[CH:29]=[CH:28][C:27]([N:30]2[CH2:35][CH2:34][N:33]([CH:36]([C:44]3[CH:49]=[CH:48][CH:47]=[CH:46][CH:45]=3)[C:37]([N:39]([CH2:42][CH3:43])[CH2:40][CH3:41])=[O:38])[CH2:32][CH2:31]2)=[C:26]([F:50])[CH:25]=1, predict the reaction product. The product is: [CH3:1][C:2]1[C:6]([CH2:7][C:8]([NH:23][C:24]2[CH:29]=[CH:28][C:27]([N:30]3[CH2:35][CH2:34][N:33]([CH:36]([C:44]4[CH:45]=[CH:46][CH:47]=[CH:48][CH:49]=4)[C:37]([N:39]([CH2:40][CH3:41])[CH2:42][CH3:43])=[O:38])[CH2:32][CH2:31]3)=[C:26]([F:50])[CH:25]=2)=[O:10])=[C:5]([CH3:11])[O:4][N:3]=1. (3) Given the reactants Cl.[NH2:2][C@@H:3]1[CH2:8][CH2:7][C@H:6]([NH:9][C:10]([C:12]2[C:16]3[N:17]=[CH:18][N:19]=[C:20]([C:21]4[CH:26]=[C:25]([F:27])[C:24]([O:28][CH3:29])=[CH:23][C:22]=4[O:30][CH2:31][CH:32]4[CH2:34][CH2:33]4)[C:15]=3[NH:14][C:13]=2[CH3:35])=[O:11])[CH2:5][CH2:4]1.[C:36](Cl)(=[O:38])[CH3:37], predict the reaction product. The product is: [C:36]([NH:2][C@@H:3]1[CH2:8][CH2:7][C@H:6]([NH:9][C:10]([C:12]2[C:16]3[N:17]=[CH:18][N:19]=[C:20]([C:21]4[CH:26]=[C:25]([F:27])[C:24]([O:28][CH3:29])=[CH:23][C:22]=4[O:30][CH2:31][CH:32]4[CH2:34][CH2:33]4)[C:15]=3[NH:14][C:13]=2[CH3:35])=[O:11])[CH2:5][CH2:4]1)(=[O:38])[CH3:37]. (4) The product is: [ClH:44].[ClH:44].[NH2:7][C@@H:8]1[CH2:13][CH2:12][C@H:11]([N:14]2[C:19](=[O:20])[C:18]3[CH:21]=[C:22]([F:25])[CH:23]=[N:24][C:17]=3[N:16]([C:26]3[CH:27]=[C:28]([C:32]4[CH:33]=[CH:34][C:35]([CH2:38][N:39]([CH3:40])[CH3:41])=[CH:36][CH:37]=4)[CH:29]=[CH:30][CH:31]=3)[C:15]2=[O:42])[CH2:10][CH2:9]1. Given the reactants C(OC(=O)[NH:7][C@H:8]1[CH2:13][CH2:12][C@@H:11]([N:14]2[C:19](=[O:20])[C:18]3[CH:21]=[C:22]([F:25])[CH:23]=[N:24][C:17]=3[N:16]([C:26]3[CH:27]=[C:28]([C:32]4[CH:37]=[CH:36][C:35]([CH2:38][N:39]([CH3:41])[CH3:40])=[CH:34][CH:33]=4)[CH:29]=[CH:30][CH:31]=3)[C:15]2=[O:42])[CH2:10][CH2:9]1)(C)(C)C.[ClH:44].C(OCC)C, predict the reaction product.